Dataset: Reaction yield outcomes from USPTO patents with 853,638 reactions. Task: Predict the reaction yield, written as a fraction of the theoretical maximum amount of product (1.0 means a 100% yield; for example, 0.34 means a 34% yield). (1) The reactants are [Cl:1][C:2]1[C:7]([OH:8])=[CH:6][CH:5]=[CH:4][N:3]=1.[C:9]([O-])(O)=[O:10].[Na+].C=O.Cl. The catalyst is O. The product is [Cl:1][C:2]1[C:7]([OH:8])=[CH:6][CH:5]=[C:4]([CH2:9][OH:10])[N:3]=1. The yield is 0.810. (2) The reactants are [Na:1].C(C1([CH2:14][CH2:15][O:16][C:17]2[CH:22]=[CH:21][N:20]=[C:19]([CH2:23][S:24]([C:26]3[NH:30][C:29]4[CH:31]=[CH:32][CH:33]=[CH:34][C:28]=4[N:27]=3)=[O:25])[C:18]=2[CH3:35])OCC2(OCCO2)CO1)C.ClC1C=CC=C(C(OO)=O)C=1.OCC[CH:50]1[CH2:54][O:53][C:52]([CH3:56])([CH3:55])[O:51]1. No catalyst specified. The product is [Na:1].[CH3:55][C:52]1([CH3:56])[O:53][CH:54]([CH2:14][CH2:15][O:16][C:17]2[CH:22]=[CH:21][N:20]=[C:19]([CH2:23][S:24]([C:26]3[NH:30][C:29]4[CH:31]=[CH:32][CH:33]=[CH:34][C:28]=4[N:27]=3)=[O:25])[C:18]=2[CH3:35])[CH2:50][O:51]1. The yield is 0.0870. (3) The reactants are [CH:1]1[C:9]2[C:8]3[CH:10]=[CH:11][NH:12][C:7]=3[CH:6]=[CH:5][C:4]=2[NH:3][N:2]=1.[CH:13]1[C:18]([NH:19][NH2:20])=[CH:17][CH:16]=[C:15]([S:21]([NH2:24])(=[O:23])=[O:22])[CH:14]=1.Cl.CC[O:28]C(C)=O. No catalyst specified. The product is [O:28]=[C:11]1[NH:12][C:7]2[CH:6]=[CH:5][C:4]3[NH:3][N:2]=[CH:1][C:9]=3[C:8]=2[C:10]1=[N:20][NH:19][C:18]1[CH:13]=[CH:14][C:15]([S:21]([NH2:24])(=[O:22])=[O:23])=[CH:16][CH:17]=1. The yield is 0.0800. (4) The reactants are Br[C:2]1[CH:7]=[CH:6][C:5]([N:8]2[C:16]3[C:15]([OH:17])=[C:14]([C:18]4[CH:23]=[CH:22][C:21]([F:24])=[CH:20][CH:19]=4)[C:13](=[O:25])[NH:12][C:11]=3[CH:10]=[CH:9]2)=[CH:4][CH:3]=1.O1CCOCC1.[OH:32][C:33]1[CH:38]=[CH:37][CH:36]=[CH:35][C:34]=1B(O)O.C(=O)([O-])[O-].[Cs+].[Cs+]. The catalyst is C1C=CC([P]([Pd]([P](C2C=CC=CC=2)(C2C=CC=CC=2)C2C=CC=CC=2)([P](C2C=CC=CC=2)(C2C=CC=CC=2)C2C=CC=CC=2)[P](C2C=CC=CC=2)(C2C=CC=CC=2)C2C=CC=CC=2)(C2C=CC=CC=2)C2C=CC=CC=2)=CC=1.O. The product is [F:24][C:21]1[CH:22]=[CH:23][C:18]([C:14]2[C:13](=[O:25])[NH:12][C:11]3[CH:10]=[CH:9][N:8]([C:5]4[CH:6]=[CH:7][C:2]([C:34]5[CH:35]=[CH:36][CH:37]=[CH:38][C:33]=5[OH:32])=[CH:3][CH:4]=4)[C:16]=3[C:15]=2[OH:17])=[CH:19][CH:20]=1. The yield is 0.0613. (5) The reactants are I[C:2]1[CH:7]=[C:6]([N:8]([CH3:10])[CH3:9])[CH:5]=[CH:4][N:3]=1.[F:11][C:12]1[CH:17]=[C:16]([F:18])[CH:15]=[CH:14][C:13]=1B(O)O.C([O-])([O-])=O.[K+].[K+]. The catalyst is C1(C)C=CC=CC=1.O.C1C=CC([P]([Pd]([P](C2C=CC=CC=2)(C2C=CC=CC=2)C2C=CC=CC=2)([P](C2C=CC=CC=2)(C2C=CC=CC=2)C2C=CC=CC=2)[P](C2C=CC=CC=2)(C2C=CC=CC=2)C2C=CC=CC=2)(C2C=CC=CC=2)C2C=CC=CC=2)=CC=1. The product is [F:11][C:12]1[CH:17]=[C:16]([F:18])[CH:15]=[CH:14][C:13]=1[C:2]1[CH:7]=[C:6]([N:8]([CH3:10])[CH3:9])[CH:5]=[CH:4][N:3]=1. The yield is 0.780. (6) The reactants are [Cl-].[Mg+2].[Cl-].[CH2:4]([O:6][C:7](=[O:21])[C:8](=O)[CH2:9][N:10]1[C:19]2[C:14](=[CH:15][CH:16]=[CH:17][CH:18]=2)[CH2:13][CH2:12][CH2:11]1)[CH3:5]. The catalyst is COCCO.O1CCCC1. The product is [CH2:4]([O:6][C:7]([C:8]1[C:18]2=[C:19]3[C:14](=[CH:15][CH:16]=[CH:17]2)[CH2:13][CH2:12][CH2:11][N:10]3[CH:9]=1)=[O:21])[CH3:5]. The yield is 0.480.